This data is from Peptide-MHC class I binding affinity with 185,985 pairs from IEDB/IMGT. The task is: Regression. Given a peptide amino acid sequence and an MHC pseudo amino acid sequence, predict their binding affinity value. This is MHC class I binding data. (1) The peptide sequence is KTQRSGALW. The MHC is HLA-B58:01 with pseudo-sequence HLA-B58:01. The binding affinity (normalized) is 0.833. (2) The peptide sequence is VEIFKHLVF. The MHC is HLA-A31:01 with pseudo-sequence HLA-A31:01. The binding affinity (normalized) is 0.0847.